Dataset: Catalyst prediction with 721,799 reactions and 888 catalyst types from USPTO. Task: Predict which catalyst facilitates the given reaction. (1) Reactant: [C:1]([N:8]1[CH2:15][C@@H:14]([OH:16])[CH2:13][C@H:9]1[C:10]([OH:12])=O)([O:3][C:4]([CH3:7])([CH3:6])[CH3:5])=[O:2].[B-](F)(F)(F)F.CN(C(ON1N=NC2C1=CC=CC=2)=[N+](C)C)C.S(C1C=CC(C)=CC=1)(O)(=O)=O.[CH3:50][NH:51][CH2:52][CH2:53][CH2:54][CH2:55][CH:56]=[CH2:57].CCN(C(C)C)C(C)C. Product: [CH2:52]([N:51]([CH3:50])[C:10]([C@@H:9]1[CH2:13][C@@H:14]([OH:16])[CH2:15][N:8]1[C:1]([O:3][C:4]([CH3:5])([CH3:6])[CH3:7])=[O:2])=[O:12])[CH2:53][CH2:54][CH2:55][CH:56]=[CH2:57]. The catalyst class is: 3. (2) The catalyst class is: 66. Product: [CH3:10][CH:11]1[CH2:12][CH2:2][CH2:3][O:4]1.[CH3:6][C:2]([N:8]1[CH:12]=[CH:11][CH:10]=[N:9]1)([CH3:7])[C:3]([OH:5])=[O:4]. Reactant: Br[C:2]([CH3:7])([CH3:6])[C:3]([OH:5])=[O:4].[NH:8]1[CH:12]=[CH:11][CH:10]=[N:9]1. (3) Reactant: [CH3:1][O:2][CH2:3][CH2:4][O:5][C:6]1[C:11]([O:12][CH3:13])=[CH:10][C:9]([C:14]2[CH:19]=[CH:18][C:17]([N:20]([CH3:46])[CH2:21][CH2:22][N:23]([C:25]3[CH:26]=[CH:27][C:28]([C:31]4[CH:36]=[C:35]([O:37][CH3:38])[C:34]([O:39][CH2:40][CH2:41][O:42][CH3:43])=[C:33]([O:44][CH3:45])[CH:32]=4)=[N:29][CH:30]=3)[CH3:24])=[CH:16][N:15]=2)=[CH:8][C:7]=1[O:47][CH3:48].[CH3:49][S:50]([OH:53])(=[O:52])=[O:51]. Product: [CH3:49][S:50]([OH:53])(=[O:52])=[O:51].[CH3:49][S:50]([OH:53])(=[O:52])=[O:51].[CH3:1][O:2][CH2:3][CH2:4][O:5][C:6]1[C:7]([O:47][CH3:48])=[CH:8][C:9]([C:14]2[CH:19]=[CH:18][C:17]([N:20]([CH3:46])[CH2:21][CH2:22][N:23]([C:25]3[CH:26]=[CH:27][C:28]([C:31]4[CH:36]=[C:35]([O:37][CH3:38])[C:34]([O:39][CH2:40][CH2:41][O:42][CH3:43])=[C:33]([O:44][CH3:45])[CH:32]=4)=[N:29][CH:30]=3)[CH3:24])=[CH:16][N:15]=2)=[CH:10][C:11]=1[O:12][CH3:13]. The catalyst class is: 5. (4) Reactant: [F:1][C:2]([F:33])([F:32])[C:3]1[CH:4]=[C:5]([CH:25]=[C:26]([C:28]([F:31])([F:30])[F:29])[CH:27]=1)[CH2:6][N:7]([CH3:24])[C:8]([C:10]1[CH:11]=[N:12][C:13](Cl)=[CH:14][C:15]=1[C:16]1[C:17]([CH3:22])=[N:18][CH:19]=[CH:20][CH:21]=1)=[O:9].[CH3:34][N:35]1[CH2:40][CH2:39][NH:38][CH2:37][CH2:36]1. Product: [F:1][C:2]([F:33])([F:32])[C:3]1[CH:4]=[C:5]([CH:25]=[C:26]([C:28]([F:31])([F:30])[F:29])[CH:27]=1)[CH2:6][N:7]([CH3:24])[C:8]([C:10]1[CH:11]=[N:12][C:13]([N:38]2[CH2:39][CH2:40][N:35]([CH3:34])[CH2:36][CH2:37]2)=[CH:14][C:15]=1[C:16]1[C:17]([CH3:22])=[N:18][CH:19]=[CH:20][CH:21]=1)=[O:9]. The catalyst class is: 4. (5) Reactant: [Li+].CC(O[Al-](OC(C)(C)C)OC(C)(C)C)(C)C.[C:18]1([C:27](OCC)=[O:28])([C:22]([O:24][CH2:25][CH3:26])=[O:23])[CH2:21][CH2:20][CH2:19]1.OS([O-])(=O)=O.[K+]. Product: [CH2:25]([O:24][C:22]([C:18]1([CH2:27][OH:28])[CH2:21][CH2:20][CH2:19]1)=[O:23])[CH3:26]. The catalyst class is: 56.